Task: Predict the reactants needed to synthesize the given product.. Dataset: Full USPTO retrosynthesis dataset with 1.9M reactions from patents (1976-2016) (1) Given the product [CH2:24]([N:22]([CH2:21][CH2:20][CH2:19][CH2:18][CH2:17][C:13]1[CH:12]=[C:11]2[C:16](=[CH:15][CH:14]=1)[NH:8][CH2:9][CH2:10]2)[CH3:23])[CH:25]=[CH2:26], predict the reactants needed to synthesize it. The reactants are: C(OC([N:8]1[C:16]2[C:11](=[CH:12][C:13]([CH2:17][CH2:18][CH2:19][CH2:20][CH2:21][N:22]([CH2:24][CH:25]=[CH2:26])[CH3:23])=[CH:14][CH:15]=2)[CH2:10][CH2:9]1)=O)(C)(C)C.C(O)(C(F)(F)F)=O. (2) Given the product [CH3:45][CH2:44][CH2:43][CH2:42][NH:52][C:26]([O:25][CH2:24][C:23]#[C:22][I:1])=[O:27], predict the reactants needed to synthesize it. The reactants are: [I:1]C(C)C(C#CC)CNC(=O)[O-].CCCCCCCCC[CH2:22][CH2:23][CH2:24][O:25][C:26](CN(C)C)=[O:27].C([O-])(=O)CCCCC([O-])=O.[CH2:42]([N+:52](CCCCCCCCCC)(C)C)[CH2:43][CH2:44][CH2:45]CCCCCC.[CH2:42]([N+:52](C)(C)CCCCCCCCCC)[CH2:43][CH2:44][CH2:45]CCCCCC.COCCOCCO. (3) Given the product [Br:17][CH:8]([C:10]1[CH:11]=[C:12]([F:16])[CH:13]=[CH:14][CH:15]=1)[C:4]1[CH:3]=[C:2]([F:1])[CH:7]=[CH:6][CH:5]=1, predict the reactants needed to synthesize it. The reactants are: [F:1][C:2]1[CH:3]=[C:4]([CH:8]([C:10]2[CH:15]=[CH:14][CH:13]=[C:12]([F:16])[CH:11]=2)O)[CH:5]=[CH:6][CH:7]=1.[BrH:17].